From a dataset of NCI-60 drug combinations with 297,098 pairs across 59 cell lines. Regression. Given two drug SMILES strings and cell line genomic features, predict the synergy score measuring deviation from expected non-interaction effect. (1) Drug 1: CCC1(C2=C(COC1=O)C(=O)N3CC4=CC5=C(C=CC(=C5CN(C)C)O)N=C4C3=C2)O.Cl. Drug 2: B(C(CC(C)C)NC(=O)C(CC1=CC=CC=C1)NC(=O)C2=NC=CN=C2)(O)O. Cell line: SK-MEL-2. Synergy scores: CSS=48.0, Synergy_ZIP=-10.7, Synergy_Bliss=-16.5, Synergy_Loewe=-14.8, Synergy_HSA=-12.5. (2) Drug 1: C1=C(C(=O)NC(=O)N1)N(CCCl)CCCl. Drug 2: CC1C(C(CC(O1)OC2CC(CC3=C2C(=C4C(=C3O)C(=O)C5=CC=CC=C5C4=O)O)(C(=O)C)O)N)O. Cell line: UACC-257. Synergy scores: CSS=59.9, Synergy_ZIP=-3.08, Synergy_Bliss=-0.321, Synergy_Loewe=1.53, Synergy_HSA=5.12. (3) Drug 1: CNC(=O)C1=NC=CC(=C1)OC2=CC=C(C=C2)NC(=O)NC3=CC(=C(C=C3)Cl)C(F)(F)F. Drug 2: CC1C(C(CC(O1)OC2CC(CC3=C2C(=C4C(=C3O)C(=O)C5=CC=CC=C5C4=O)O)(C(=O)C)O)N)O. Cell line: A549. Synergy scores: CSS=62.6, Synergy_ZIP=-1.59, Synergy_Bliss=-1.56, Synergy_Loewe=-9.72, Synergy_HSA=0.835.